From a dataset of Full USPTO retrosynthesis dataset with 1.9M reactions from patents (1976-2016). Predict the reactants needed to synthesize the given product. Given the product [I:1][C:2]1[CH:7]=[CH:6][C:5]([O:8][Si:15]([C:18]([CH3:21])([CH3:20])[CH3:19])([CH3:17])[CH3:16])=[C:4]([CH3:9])[CH:3]=1, predict the reactants needed to synthesize it. The reactants are: [I:1][C:2]1[CH:7]=[CH:6][C:5]([OH:8])=[C:4]([CH3:9])[CH:3]=1.N1C=CN=C1.[Si:15](Cl)([C:18]([CH3:21])([CH3:20])[CH3:19])([CH3:17])[CH3:16].